From a dataset of Forward reaction prediction with 1.9M reactions from USPTO patents (1976-2016). Predict the product of the given reaction. The product is: [F:26][C:20]1[CH:21]=[C:22]([F:25])[CH:23]=[CH:24][C:19]=1[N:14]1[C:4]2[N:5]=[C:6]([NH:8][CH:9]([CH2:12][OH:13])[CH2:10][OH:11])[N:7]=[C:2]([C:29]3[CH:30]=[C:31]([CH:35]=[CH:36][CH:37]=3)[C:32]([OH:34])=[O:33])[C:3]=2[CH:17]=[CH:16][C:15]1=[O:18]. Given the reactants Cl[C:2]1[C:3]2[CH:17]=[CH:16][C:15](=[O:18])[N:14]([C:19]3[CH:24]=[CH:23][C:22]([F:25])=[CH:21][C:20]=3[F:26])[C:4]=2[N:5]=[C:6]([NH:8][CH:9]([CH2:12][OH:13])[CH2:10][OH:11])[N:7]=1.OB(O)[C:29]1[CH:30]=[C:31]([CH:35]=[CH:36][CH:37]=1)[C:32]([OH:34])=[O:33].O1CCOCC1.O, predict the reaction product.